From a dataset of Reaction yield outcomes from USPTO patents with 853,638 reactions. Predict the reaction yield, written as a fraction of the theoretical maximum amount of product (1.0 means a 100% yield; for example, 0.34 means a 34% yield). (1) The reactants are [OH-:1].[K+].[CH3:3][O:4][C:5]1[CH:12]=[CH:11][CH:10]=[CH:9][C:6]=1[C:7]#[N:8].Cl.[NH2:14]O. The catalyst is C(O)C. The product is [OH:1][NH:8][C:7](=[NH:14])[C:6]1[CH:9]=[CH:10][CH:11]=[CH:12][C:5]=1[O:4][CH3:3]. The yield is 0.910. (2) The reactants are [OH-].[Na+].C([O:10][C:11](=[O:27])[C:12]1[CH:17]=[CH:16][C:15]([CH3:18])=[C:14]([O:19][CH2:20][C:21]2[CH:26]=[CH:25][CH:24]=[CH:23][CH:22]=2)[CH:13]=1)C1C=CC=CC=1. The catalyst is CO.O. The product is [CH2:20]([O:19][C:14]1[CH:13]=[C:12]([CH:17]=[CH:16][C:15]=1[CH3:18])[C:11]([OH:27])=[O:10])[C:21]1[CH:22]=[CH:23][CH:24]=[CH:25][CH:26]=1. The yield is 0.878. (3) The reactants are [Cl:1][C:2]1[CH:3]=[C:4]([CH:26]=[CH:27][CH:28]=1)[O:5][CH2:6][C:7]1[NH:25][C:10]2[N:11]=[C:12]([C:19]3[CH:24]=[CH:23][CH:22]=[CH:21][CH:20]=3)[N:13]=[C:14]([NH:15][CH:16](N)[CH3:17])[C:9]=2[CH:8]=1.Cl[C:30]([N:32]([CH3:34])[CH3:33])=[O:31].C[N:36](C=O)C. The catalyst is C(Cl)Cl. The product is [Cl:1][C:2]1[CH:3]=[C:4]([CH:26]=[CH:27][CH:28]=1)[O:5][CH2:6][C:7]1[NH:25][C:10]2[N:11]=[C:12]([C:19]3[CH:20]=[CH:21][CH:22]=[CH:23][CH:24]=3)[N:13]=[C:14]([NH:15][CH2:16][CH2:17][NH:36][C:30](=[O:31])[N:32]([CH3:34])[CH3:33])[C:9]=2[CH:8]=1. The yield is 0.310. (4) The reactants are [CH3:1][C:2]1[CH:17]=[C:5]2[N:6]=[C:7]([NH2:16])[CH:8]=[C:9]([C:10]3[CH:15]=[CH:14][CH:13]=[CH:12][CH:11]=3)[N:4]2[N:3]=1.[F:18][C:19]([F:31])([F:30])[S:20][C:21]1[CH:29]=[CH:28][C:24]([C:25](Cl)=[O:26])=[CH:23][CH:22]=1. The catalyst is N1C=CC=CC=1. The product is [CH3:1][C:2]1[CH:17]=[C:5]2[N:6]=[C:7]([NH:16][C:25](=[O:26])[C:24]3[CH:28]=[CH:29][C:21]([S:20][C:19]([F:31])([F:18])[F:30])=[CH:22][CH:23]=3)[CH:8]=[C:9]([C:10]3[CH:15]=[CH:14][CH:13]=[CH:12][CH:11]=3)[N:4]2[N:3]=1. The yield is 0.500. (5) The reactants are [CH3:1][C:2]1[C:6]([CH2:7][OH:8])=[CH:5][N:4]([C:9]2[CH:14]=[CH:13][C:12]([C:15]([F:18])([F:17])[F:16])=[CH:11][N:10]=2)[N:3]=1.O[C:20]1[CH:25]=[CH:24][C:23]([CH2:26][CH2:27][C:28]([O:30]CC)=[O:29])=[C:22]([CH3:33])[CH:21]=1.C1(P(C2C=CC=CC=2)C2C=CC=CC=2)C=CC=CC=1.N(C(OCC)=O)=NC(OCC)=O. The catalyst is C1(C)C=CC=CC=1.O1CCCC1. The product is [CH3:33][C:22]1[CH:21]=[C:20]([O:8][CH2:7][C:6]2[C:2]([CH3:1])=[N:3][N:4]([C:9]3[CH:14]=[CH:13][C:12]([C:15]([F:18])([F:16])[F:17])=[CH:11][N:10]=3)[CH:5]=2)[CH:25]=[CH:24][C:23]=1[CH2:26][CH2:27][C:28]([OH:30])=[O:29]. The yield is 0.630.